This data is from Reaction yield outcomes from USPTO patents with 853,638 reactions. The task is: Predict the reaction yield, written as a fraction of the theoretical maximum amount of product (1.0 means a 100% yield; for example, 0.34 means a 34% yield). (1) The reactants are [NH2:1][CH:2]1[CH2:11][C:10]2[C:9]([C:12]([NH2:14])=[O:13])=[CH:8][CH:7]=[C:6]([F:15])[C:5]=2[O:4][CH2:3]1.[Cl:16][C:17]1[CH:18]=[CH:19][CH:20]=[C:21]2[C:25]=1[NH:24][CH:23]=[C:22]2[CH2:26][CH2:27][CH:28]=O.C(O)(=O)C.C([BH3-])#N.[Na+]. The catalyst is CO. The product is [Cl:16][C:17]1[CH:18]=[CH:19][CH:20]=[C:21]2[C:25]=1[NH:24][CH:23]=[C:22]2[CH2:26][CH2:27][CH2:28][NH:1][CH:2]1[CH2:11][C:10]2[C:9]([C:12]([NH2:14])=[O:13])=[CH:8][CH:7]=[C:6]([F:15])[C:5]=2[O:4][CH2:3]1. The yield is 0.790. (2) The reactants are C(OC1C(=O)N=C(CC2(C3C=CC=CC=3)CCCC2)N2CCN(C3CC3)C(=O)C=12)C1C=CC=CC=1.[CH:36]1([N:40]([CH2:70][CH2:71]O)[C:41]([C:43]2[C:48]([O:49][CH2:50][C:51]3[CH:56]=[CH:55][CH:54]=[CH:53][CH:52]=3)=[C:47]([OH:57])[N:46]=[C:45]([CH2:58][C:59]3([C:64]4[CH:69]=[CH:68][CH:67]=[CH:66][CH:65]=4)[CH2:63][CH2:62][CH2:61][CH2:60]3)[N:44]=2)=[O:42])[CH2:39][CH2:38][CH2:37]1. No catalyst specified. The product is [CH2:50]([O:49][C:48]1[C:47](=[O:57])[N:46]=[C:45]([CH2:58][C:59]2([C:64]3[CH:69]=[CH:68][CH:67]=[CH:66][CH:65]=3)[CH2:63][CH2:62][CH2:61][CH2:60]2)[N:44]2[CH2:71][CH2:70][N:40]([CH:36]3[CH2:39][CH2:38][CH2:37]3)[C:41](=[O:42])[C:43]=12)[C:51]1[CH:56]=[CH:55][CH:54]=[CH:53][CH:52]=1. The yield is 0.363. (3) The reactants are [CH2:1]([O:8][C@H:9]([CH2:14][CH2:15][CH2:16][CH2:17][CH2:18][CH2:19][CH2:20][CH2:21][CH3:22])[CH2:10][C:11]([OH:13])=[O:12])[C:2]1[CH:7]=[CH:6][CH:5]=[CH:4][CH:3]=1.C1CCC(N=C=NC2CCCCC2)CC1.[CH2:38]([O:41][C:42]([O:44][C@H:45]1[C@H:50]([O:51][P:52]2(=[O:63])[O:58][CH2:57][C:56]3[CH:59]=[CH:60][CH:61]=[CH:62][C:55]=3[CH2:54][O:53]2)[C@@H:49]([CH2:64][O:65][CH2:66][C:67]2[CH:72]=[CH:71][CH:70]=[CH:69][CH:68]=2)[O:48][C@@H:47]([O:73][CH2:74][C@H:75]2[O:88][C@@H:79]([O:80][Si:81]([C:84]([CH3:87])([CH3:86])[CH3:85])([CH3:83])[CH3:82])[C@H:78]([N:89]=[N+:90]=[N-:91])[C@@H:77](O)[C@@H:76]2[O:93][CH2:94][C:95]2[CH:100]=[CH:99][CH:98]=[CH:97][CH:96]=2)[C@@H:46]1[NH:101][C:102](=[O:130])[CH2:103][C@H:104]([O:116][C:117](=[O:129])[CH2:118][CH2:119][CH2:120][CH2:121][CH2:122][CH2:123][CH2:124][CH2:125][CH2:126][CH2:127][CH3:128])[CH2:105][CH2:106][CH2:107][CH2:108][CH2:109][CH2:110][CH2:111][CH2:112][CH2:113][CH2:114][CH3:115])=[O:43])[CH:39]=[CH2:40]. The catalyst is C(Cl)Cl.CN(C1C=CN=CC=1)C. The product is [CH2:38]([O:41][C:42]([O:44][C@H:45]1[C@H:50]([O:51][P:52]2(=[O:63])[O:58][CH2:57][C:56]3[CH:59]=[CH:60][CH:61]=[CH:62][C:55]=3[CH2:54][O:53]2)[C@@H:49]([CH2:64][O:65][CH2:66][C:67]2[CH:68]=[CH:69][CH:70]=[CH:71][CH:72]=2)[O:48][C@@H:47]([O:73][CH2:74][C@H:75]2[O:88][C@@H:79]([O:80][Si:81]([C:84]([CH3:85])([CH3:87])[CH3:86])([CH3:82])[CH3:83])[C@H:78]([N:89]=[N+:90]=[N-:91])[C@@H:77]([O:12][C:11](=[O:13])[CH2:10][C@H:9]([O:8][CH2:1][C:2]3[CH:7]=[CH:6][CH:5]=[CH:4][CH:3]=3)[CH2:14][CH2:15][CH2:16][CH2:17][CH2:18][CH2:19][CH2:20][CH2:21][CH3:22])[C@@H:76]2[O:93][CH2:94][C:95]2[CH:96]=[CH:97][CH:98]=[CH:99][CH:100]=2)[C@@H:46]1[NH:101][C:102](=[O:130])[CH2:103][C@H:104]([O:116][C:117](=[O:129])[CH2:118][CH2:119][CH2:120][CH2:121][CH2:122][CH2:123][CH2:124][CH2:125][CH2:126][CH2:127][CH3:128])[CH2:105][CH2:106][CH2:107][CH2:108][CH2:109][CH2:110][CH2:111][CH2:112][CH2:113][CH2:114][CH3:115])=[O:43])[CH:39]=[CH2:40]. The yield is 0.910. (4) The reactants are [C:1]([C:4]1[NH:9][C:8](=O)[CH:7]=[CH:6][N:5]=1)(=[O:3])[CH3:2].[N:11]1[CH:16]=[CH:15][CH:14]=[CH:13][CH:12]=1.CS(Cl)(=O)=O.N1CCCCC1. The catalyst is ClCCl. The product is [N:11]1([C:8]2[CH:7]=[CH:6][N:5]=[C:4]([C:1](=[O:3])[CH3:2])[N:9]=2)[CH2:16][CH2:15][CH2:14][CH2:13][CH2:12]1. The yield is 0.468. (5) The catalyst is [Ni].CCO. The product is [N:1]1([CH2:7][CH2:8][NH:9][C:10]2[CH:15]=[CH:14][C:13]([NH2:16])=[CH:12][CH:11]=2)[CH2:6][CH2:5][O:4][CH2:3][CH2:2]1. The reactants are [N:1]1([CH2:7][CH2:8][NH:9][C:10]2[CH:15]=[CH:14][C:13]([N+:16]([O-])=O)=[CH:12][CH:11]=2)[CH2:6][CH2:5][O:4][CH2:3][CH2:2]1.O.NN. The yield is 0.790. (6) The reactants are [NH2:1][C:2]1[CH:3]=[C:4]([C:9]2[S:13][C:12]([N:14]3[CH2:20][CH2:19][CH2:18][NH:17][C:16](=[O:21])[CH2:15]3)=[N:11][CH:10]=2)[CH:5]=[C:6]([CH3:8])[CH:7]=1.Cl[C:23]1[N:28]=[C:27]([O:29][CH3:30])[C:26]([Cl:31])=[CH:25][N:24]=1.C(=O)([O-])[O-].[K+].[K+].CC(C1C=C(C(C)C)C(C2C=CC=CC=2P(C2CCCCC2)C2CCCCC2)=C(C(C)C)C=1)C. The catalyst is C1C=CC(/C=C/C(/C=C/C2C=CC=CC=2)=O)=CC=1.C1C=CC(/C=C/C(/C=C/C2C=CC=CC=2)=O)=CC=1.C1C=CC(/C=C/C(/C=C/C2C=CC=CC=2)=O)=CC=1.[Pd].[Pd]. The product is [Cl:31][C:26]1[C:27]([O:29][CH3:30])=[N:28][C:23]([NH:1][C:2]2[CH:3]=[C:4]([C:9]3[S:13][C:12]([N:14]4[CH2:20][CH2:19][CH2:18][NH:17][C:16](=[O:21])[CH2:15]4)=[N:11][CH:10]=3)[CH:5]=[C:6]([CH3:8])[CH:7]=2)=[N:24][CH:25]=1. The yield is 0.400.